This data is from Ames mutagenicity test results for genotoxicity prediction. The task is: Regression/Classification. Given a drug SMILES string, predict its toxicity properties. Task type varies by dataset: regression for continuous values (e.g., LD50, hERG inhibition percentage) or binary classification for toxic/non-toxic outcomes (e.g., AMES mutagenicity, cardiotoxicity, hepatotoxicity). Dataset: ames. (1) The molecule is CCc1ccccc1O. The result is 0 (non-mutagenic). (2) The compound is COP(=O)(OC)N1CCOCC1. The result is 0 (non-mutagenic). (3) The result is 0 (non-mutagenic). The molecule is CC1CC2OC(=O)C3(C)C2C(OC3(C)O)C2(C)C(=O)C=CC12.